From a dataset of Full USPTO retrosynthesis dataset with 1.9M reactions from patents (1976-2016). Predict the reactants needed to synthesize the given product. Given the product [NH2:40][C:35]1[CH:36]=[CH:37][CH:38]=[CH:39][C:34]=1[CH2:33][NH:32][C:3]1[C:2]([Br:1])=[CH:7][C:6]([CH:8]2[C:17]3[C:16](=[O:18])[CH2:15][CH:14]([CH2:19][CH2:20][CH3:21])[CH2:13][C:12]=3[NH:11][C:10]([CH3:22])=[C:9]2[C:23]#[N:24])=[CH:5][C:4]=1[NH:25][S:26]([CH2:29][CH2:30][CH3:31])(=[O:27])=[O:28], predict the reactants needed to synthesize it. The reactants are: [Br:1][C:2]1[C:3]([NH:32][CH2:33][C:34]2[CH:39]=[CH:38][CH:37]=[CH:36][C:35]=2[N+:40]([O-])=O)=[C:4]([NH:25][S:26]([CH2:29][CH2:30][CH3:31])(=[O:28])=[O:27])[CH:5]=[C:6]([CH:8]2[C:17]3[C:16](=[O:18])[CH2:15][CH:14]([CH2:19][CH2:20][CH3:21])[CH2:13][C:12]=3[NH:11][C:10]([CH3:22])=[C:9]2[C:23]#[N:24])[CH:7]=1.C(O)(=O)C.